This data is from Forward reaction prediction with 1.9M reactions from USPTO patents (1976-2016). The task is: Predict the product of the given reaction. (1) Given the reactants [CH:1]1([CH2:4][O:5][C:6]2[N:11]=[C:10]([C:12]([NH:14][C:15]([CH2:21][CH3:22])([CH2:19][CH3:20])[C:16](O)=[O:17])=[O:13])[CH:9]=[CH:8][C:7]=2[C:23]([F:26])([F:25])[F:24])[CH2:3][CH2:2]1.Cl.[F:28][C:29]1([F:33])[CH2:32][NH:31][CH2:30]1, predict the reaction product. The product is: [F:28][C:29]1([F:33])[CH2:32][N:31]([C:16]([C:15]([NH:14][C:12]([C:10]2[CH:9]=[CH:8][C:7]([C:23]([F:24])([F:26])[F:25])=[C:6]([O:5][CH2:4][CH:1]3[CH2:2][CH2:3]3)[N:11]=2)=[O:13])([CH2:19][CH3:20])[CH2:21][CH3:22])=[O:17])[CH2:30]1. (2) Given the reactants Cl[C:2]1[C:11]2[C:6](=[CH:7][CH:8]=[CH:9][CH:10]=2)[N:5]=[C:4]2[N:12]([CH3:16])[N:13]=[C:14]([CH3:15])[C:3]=12.[CH3:17][O:18][C:19]1[CH:24]=[CH:23][C:22]([SH:25])=[CH:21][CH:20]=1, predict the reaction product. The product is: [CH3:17][O:18][C:19]1[CH:24]=[CH:23][C:22]([S:25][C:2]2[C:11]3[C:6](=[CH:7][CH:8]=[CH:9][CH:10]=3)[N:5]=[C:4]3[N:12]([CH3:16])[N:13]=[C:14]([CH3:15])[C:3]=23)=[CH:21][CH:20]=1. (3) Given the reactants [OH:1][CH2:2][C:3]1[S:11][C:10]2[C:5](=[N:6][CH:7]=[CH:8][C:9]=2[Cl:12])[CH:4]=1.Cl.Cl[CH2:15][CH2:16][N:17]1[CH2:21][CH2:20][CH2:19][CH2:18]1.[OH-].[Na+].C(=O)(O)[O-].[Na+].S([O-])([O-])(=O)=O.[Mg+2], predict the reaction product. The product is: [Cl:12][C:9]1[CH:8]=[CH:7][N:6]=[C:5]2[CH:4]=[C:3]([CH2:2][O:1][CH2:15][CH2:16][N:17]3[CH2:21][CH2:20][CH2:19][CH2:18]3)[S:11][C:10]=12. (4) Given the reactants COC1C=CC(C[N:8]2[C:12]3=[N:13][CH:14]=[CH:15][C:16]([O:17][C:18]4[CH:23]=[CH:22][C:21]([NH:24][C:25]([C:27]5[C:28](=[O:40])[N:29]([C:33]6[CH:38]=[CH:37][C:36]([F:39])=[CH:35][CH:34]=6)[N:30]=[CH:31][CH:32]=5)=[O:26])=[CH:20][C:19]=4[F:41])=[C:11]3[C:10]([C:42]3[N:43]([CH3:47])[CH:44]=[CH:45][N:46]=3)=[N:9]2)=CC=1.C(O)(C(F)(F)F)=O, predict the reaction product. The product is: [F:41][C:19]1[CH:20]=[C:21]([NH:24][C:25]([C:27]2[C:28](=[O:40])[N:29]([C:33]3[CH:34]=[CH:35][C:36]([F:39])=[CH:37][CH:38]=3)[N:30]=[CH:31][CH:32]=2)=[O:26])[CH:22]=[CH:23][C:18]=1[O:17][C:16]1[CH:15]=[CH:14][N:13]=[C:12]2[NH:8][N:9]=[C:10]([C:42]3[N:43]([CH3:47])[CH:44]=[CH:45][N:46]=3)[C:11]=12. (5) The product is: [CH2:5]([S:7][C:8]1[CH:26]=[CH:25][CH:24]=[CH:23][C:9]=1[C:10]([N:12]([CH3:27])[C:13]1[CH:18]=[CH:17][C:16]([C:19]([F:20])([F:22])[F:21])=[CH:15][N:14]=1)=[O:11])[CH3:6]. Given the reactants [H-].[Na+].CI.[CH2:5]([S:7][C:8]1[CH:26]=[CH:25][CH:24]=[CH:23][C:9]=1[C:10]([NH:12][C:13]1[CH:18]=[CH:17][C:16]([C:19]([F:22])([F:21])[F:20])=[CH:15][N:14]=1)=[O:11])[CH3:6].[C:27](=O)(O)[O-].[Na+], predict the reaction product. (6) Given the reactants [C:1]([C:3]1[C:8]2[N:9]=[C:10]([N:12]3[CH2:15][CH:14]([CH2:16][C:17]([O:19]CC)=[O:18])[CH2:13]3)[O:11][C:7]=2[C:6]([N:22]2[CH2:26][CH2:25][C@H:24]([N:27]([CH3:29])[CH3:28])[CH2:23]2)=[C:5]([C:30]2[CH:35]=[CH:34][CH:33]=[CH:32][CH:31]=2)[C:4]=1[CH3:36])#[N:2].[OH-].[Na+].Cl, predict the reaction product. The product is: [C:1]([C:3]1[C:8]2[N:9]=[C:10]([N:12]3[CH2:15][CH:14]([CH2:16][C:17]([OH:19])=[O:18])[CH2:13]3)[O:11][C:7]=2[C:6]([N:22]2[CH2:26][CH2:25][C@H:24]([N:27]([CH3:29])[CH3:28])[CH2:23]2)=[C:5]([C:30]2[CH:35]=[CH:34][CH:33]=[CH:32][CH:31]=2)[C:4]=1[CH3:36])#[N:2].